Dataset: Experimentally validated miRNA-target interactions with 360,000+ pairs, plus equal number of negative samples. Task: Binary Classification. Given a miRNA mature sequence and a target amino acid sequence, predict their likelihood of interaction. (1) The miRNA is hsa-miR-548ba with sequence AAAGGUAACUGUGAUUUUUGCU. The protein sequence of the target gene is MKMLLLLHCLGVFLSCSGHIQDEHPQYHSPPDVVIPVRITGTTRGMTPPGWLSYILPFGGQKHIIHIKVKKLLFSKHLPVFTYTDQGAILEDQPFVQNNCYYHGYVEGDPESLVSLSTCFGGFQGILQINDFAYEIKPLAFSTTFEHLVYKMDSEEKQFSTMRSGFMQNEITCRMEFEEIDNSTQKQSSYVGWWIHFRIVEIVVVIDNYLYIRYERNDSKLLEDLYVIVNIVDSILDVIGVKVLLFGLEIWTNKNLIVVDDVRKSVHLYCKWKSENITPRMQHDTSHLFTTLGLRGLSGI.... Result: 0 (no interaction). (2) The miRNA is hsa-miR-607 with sequence GUUCAAAUCCAGAUCUAUAAC. The protein sequence of the target gene is MITEGAQAPRLLLPPLLLLLTLPATGSDPVLCFTQYEESSGKCKGLLGGGVSVEDCCLNTAFAYQKRSGGLCQPCRSPRWSLWSTWAPCSVTCSEGSQLRYRRCVGWNGQCSGKVAPGTLEWQLQACEDQQCCPEMGGWSGWGPWEPCSVTCSKGTRTRRRACNHPAPKCGGHCPGQAQESEACDTQQVCPTHGAWATWGPWTPCSASCHGGPHEPKETRSRKCSAPEPSQKPPGKPCPGLAYEQRRCTGLPPCPVAGGWGPWGPVSPCPVTCGLGQTMEQRTCNHPVPQHGGPFCAGDA.... Result: 0 (no interaction). (3) Result: 0 (no interaction). The miRNA is mmu-miR-691 with sequence AUUCCUGAAGAGAGGCAGAAAA. The protein sequence of the target gene is MHLPAILLCALWSAVVAETSDDYELMYVNLDNEIDNGLHPTEDPTPCDCRQEHSEWDKLFIMLENSQMREGMLLQATDDVLRGELQRLRAELGRLAGGMARPCAAGGPADARLVRALEPLLQESRDASLRLARLEDAEARRPEATVPGLGAVLEELRRTRADLSAVQSWVARHWLPAGCETAIFFPMRSKKIFGSVHPVRPMKLESFSTCIWVKATDVLNKTILFSYGTKWNPYEIQLYLSSQSLVLVVGGKENKLAADTVVSLGRWSHLCGTWSSEQGSMSLWANGELVATTVEMAKSH....